From a dataset of Forward reaction prediction with 1.9M reactions from USPTO patents (1976-2016). Predict the product of the given reaction. (1) The product is: [CH2:22]([NH:21][C:20]([O:19][CH2:18][CH:3]1[CH:2]([OH:1])[CH2:6][CH:5]([OH:7])[CH:4]1[CH2:8][CH:9]=[CH:10][CH2:11][CH2:12][CH2:13][C:14]([O:16][CH3:17])=[O:15])=[O:28])[C:27]1[CH:26]=[CH:25][CH:24]=[CH:23][CH:29]=1. Given the reactants [OH:1][CH:2]1[CH2:6][CH:5]([OH:7])[CH:4]([CH2:8][CH:9]=[CH:10][CH2:11][CH2:12][CH2:13][C:14]([O:16][CH3:17])=[O:15])[CH:3]1[CH2:18][O:19][C:20](=[O:28])[NH:21][C:22]1[CH:27]=[CH:26][CH:25]=[CH:24][CH:23]=1.[CH3:29]COCC.C1(C)C=CC(S([O-])(=O)=O)=CC=1.[NH+]1C=CC=CC=1, predict the reaction product. (2) Given the reactants [Br:1][C:2]1[C:3]([CH3:8])=[N:4][NH:5][C:6]=1[CH3:7].Br[CH2:10][CH2:11][CH2:12][CH2:13][CH2:14]CCC.IC1C=NNC=1, predict the reaction product. The product is: [Br:1][C:2]1[C:3]([CH3:8])=[N:4][N:5]([CH2:10][CH2:11][CH2:12][CH2:13][CH3:14])[C:6]=1[CH3:7]. (3) The product is: [Cl:20][C:15]1[CH:14]=[C:13]([CH:18]=[CH:17][C:16]=1[F:19])[CH2:12][N:9]1[CH2:8][CH2:7][N:6]2[CH:21]=[C:2]([NH:1][S:32]([CH3:31])(=[O:34])=[O:33])[C:3](=[O:30])[C:4]([OH:22])=[C:5]2[C:10]1=[O:11]. Given the reactants [NH2:1][C:2]1[C:3](=[O:30])[C:4]([O:22]CC2C=CC=CC=2)=[C:5]2[C:10](=[O:11])[N:9]([CH2:12][C:13]3[CH:18]=[CH:17][C:16]([F:19])=[C:15]([Cl:20])[CH:14]=3)[CH2:8][CH2:7][N:6]2[CH:21]=1.[CH3:31][S:32](Cl)(=[O:34])=[O:33], predict the reaction product. (4) Given the reactants [CH3:1][C:2]1[CH:7]=[CH:6][CH:5]=[CH:4][C:3]=1[C:8](=O)[CH3:9].Cl.[Br:12][C:13]1[CH:18]=[CH:17][C:16]([NH:19][NH2:20])=[CH:15][CH:14]=1.CC([O-])=O.[K+], predict the reaction product. The product is: [Br:12][C:13]1[CH:18]=[CH:17][C:16]([NH:19]/[N:20]=[C:8](\[C:3]2[CH:4]=[CH:5][CH:6]=[CH:7][C:2]=2[CH3:1])/[CH3:9])=[CH:15][CH:14]=1.